Predict the product of the given reaction. From a dataset of Forward reaction prediction with 1.9M reactions from USPTO patents (1976-2016). (1) Given the reactants [CH2:1]([N:3]1[CH:7]=[CH:6][C:5]([NH:8][C:9](=[O:23])[C:10]2[CH:15]=[C:14]([O:16][C@@H:17]([CH3:21])[CH2:18][O:19][CH3:20])[CH:13]=[C:12]([OH:22])[CH:11]=2)=[N:4]1)[CH3:2].[N:24]1([C:28]([C:30]2[CH:35]=[CH:34][C:33](Br)=[CH:32][N:31]=2)=[O:29])[CH2:27][CH2:26][CH2:25]1, predict the reaction product. The product is: [N:24]1([C:28]([C:30]2[N:31]=[CH:32][C:33]([O:22][C:12]3[CH:11]=[C:10]([CH:15]=[C:14]([O:16][C@@H:17]([CH3:21])[CH2:18][O:19][CH3:20])[CH:13]=3)[C:9]([NH:8][C:5]3[CH:6]=[CH:7][N:3]([CH2:1][CH3:2])[N:4]=3)=[O:23])=[CH:34][CH:35]=2)=[O:29])[CH2:27][CH2:26][CH2:25]1. (2) The product is: [CH:1]([O:4][C:5]1[CH:13]=[CH:12][C:11]([S:14]([CH3:17])(=[O:16])=[O:15])=[CH:10][C:6]=1[C:7]([N:22]1[CH2:23][CH2:24][N:19]([C:25]2[S:26][C:27]([C:30](=[O:33])[CH2:31][CH3:32])=[CH:28][N:29]=2)[CH2:20][CH2:21]1)=[O:9])([CH3:2])[CH3:3]. Given the reactants [CH:1]([O:4][C:5]1[CH:13]=[CH:12][C:11]([S:14]([CH3:17])(=[O:16])=[O:15])=[CH:10][C:6]=1[C:7]([OH:9])=O)([CH3:3])[CH3:2].Cl.[N:19]1([C:25]2[S:26][C:27]([C:30](=[O:33])[CH2:31][CH3:32])=[CH:28][N:29]=2)[CH2:24][CH2:23][NH:22][CH2:21][CH2:20]1, predict the reaction product. (3) Given the reactants [C:1]([C:3]1[C:4]([N:18]2[CH2:22][CH2:21][CH:20]([CH2:23][C:24]([OH:26])=O)[CH2:19]2)=[N:5][C:6]([C:14]([F:17])([F:16])[F:15])=[C:7]([C:9]([O:11][CH2:12][CH3:13])=[O:10])[CH:8]=1)#[N:2].[C:27]1([CH2:33][CH2:34][S:35]([NH2:38])(=[O:37])=[O:36])[CH:32]=[CH:31][CH:30]=[CH:29][CH:28]=1, predict the reaction product. The product is: [C:1]([C:3]1[C:4]([N:18]2[CH2:22][CH2:21][CH:20]([CH2:23][C:24](=[O:26])[NH:38][S:35]([CH2:34][CH2:33][C:27]3[CH:32]=[CH:31][CH:30]=[CH:29][CH:28]=3)(=[O:36])=[O:37])[CH2:19]2)=[N:5][C:6]([C:14]([F:15])([F:17])[F:16])=[C:7]([CH:8]=1)[C:9]([O:11][CH2:12][CH3:13])=[O:10])#[N:2]. (4) The product is: [O:12]=[C:9]([C:6]1[CH:5]=[CH:4][C:3]([Cl:2])=[CH:8][CH:7]=1)[C:10]([NH2:11])=[S:1]. Given the reactants [SH2:1].[Cl:2][C:3]1[CH:8]=[CH:7][C:6]([C:9](=[O:12])[C:10]#[N:11])=[CH:5][CH:4]=1.C(N(CC)CC)C, predict the reaction product. (5) Given the reactants C[O:2][C:3](=[O:26])/[CH:4]=[CH:5]/[C:6]1[CH:7]=[C:8]2[C:22](=[CH:23][CH:24]=1)[O:21][C:11]1([CH2:17][CH2:16][CH2:15][N:14]([C:18](=[O:20])[CH3:19])[CH2:13][CH2:12]1)[CH2:10][C:9]2=[O:25].Cl, predict the reaction product. The product is: [C:18]([N:14]1[CH2:15][CH2:16][CH2:17][C:11]2([CH2:10][C:9](=[O:25])[C:8]3[C:22](=[CH:23][CH:24]=[C:6](/[CH:5]=[CH:4]/[C:3]([OH:26])=[O:2])[CH:7]=3)[O:21]2)[CH2:12][CH2:13]1)(=[O:20])[CH3:19]. (6) Given the reactants C(O[N:9]1[CH2:14][CH2:13][CH2:12][CH2:11][CH:10]1[C:15]([OH:17])=O)C1C=CC=CC=1.Cl.[CH3:19][NH:20][CH3:21], predict the reaction product. The product is: [CH3:19][N:20]([CH3:21])[C:15]([CH:10]1[CH2:11][CH2:12][CH2:13][CH2:14][NH:9]1)=[O:17]. (7) Given the reactants C[O:2][C:3]([C:5]1[CH:6]=[C:7]([F:24])[CH:8]=[C:9]2[C:14]=1[NH:13][CH:12]([C:15]1[CH:20]=[CH:19][CH:18]=[C:17](Br)[CH:16]=1)[CH2:11][C:10]2([CH3:23])[CH3:22])=[O:4].[NH:25]1[CH2:30][CH2:29][O:28][CH2:27][CH2:26]1.Cl.CN(C)CC(O)=O.C(=O)([O-])[O-].[K+].[K+], predict the reaction product. The product is: [F:24][C:7]1[CH:8]=[C:9]2[C:14](=[C:5]([C:3]([OH:2])=[O:4])[CH:6]=1)[NH:13][CH:12]([C:15]1[CH:20]=[CH:19][CH:18]=[C:17]([N:25]3[CH2:30][CH2:29][O:28][CH2:27][CH2:26]3)[CH:16]=1)[CH2:11][C:10]2([CH3:23])[CH3:22].